This data is from Catalyst prediction with 721,799 reactions and 888 catalyst types from USPTO. The task is: Predict which catalyst facilitates the given reaction. Reactant: Br[C:2]1[C:6]([C:7]2[CH:12]=[CH:11][N:10]=[CH:9][CH:8]=2)=[C:5]([C:13]2[CH:18]=[CH:17][C:16]([F:19])=[C:15]([F:20])[CH:14]=2)[NH:4][N:3]=1.[CH2:21]1[C@@H:29]2[N:24]([CH2:25][CH2:26][C:27](=O)[CH2:28]2)[CH2:23][CH2:22]1.C(OCC)(=O)C.CO. Product: [F:20][C:15]1[CH:14]=[C:13]([C:5]2[NH:4][N:3]=[C:2]([C:27]3[CH2:26][CH2:25][N:24]4[C@H:29]([CH:28]=3)[CH2:21][CH2:22][CH2:23]4)[C:6]=2[C:7]2[CH:12]=[CH:11][N:10]=[CH:9][CH:8]=2)[CH:18]=[CH:17][C:16]=1[F:19]. The catalyst class is: 4.